Predict the reactants needed to synthesize the given product. From a dataset of Retrosynthesis with 50K atom-mapped reactions and 10 reaction types from USPTO. (1) Given the product COc1cnc2[nH]cc(-c3cc(Cl)nc(N[C@H]4CC[C@H](O)CC4)c3)c2c1, predict the reactants needed to synthesize it. The reactants are: COc1cnc2[nH]cc(-c3cc(Cl)nc(Cl)c3)c2c1.N[C@H]1CC[C@H](O)CC1. (2) Given the product COc1ccccc1C(=O)Nc1cc(Oc2ccccc2)ccc1C(=O)OC(C)(C)C, predict the reactants needed to synthesize it. The reactants are: CC(C)(C)OC(=O)c1ccc(Oc2ccccc2)cc1N.COc1ccccc1C(=O)O.